From a dataset of Peptide-MHC class I binding affinity with 185,985 pairs from IEDB/IMGT. Regression. Given a peptide amino acid sequence and an MHC pseudo amino acid sequence, predict their binding affinity value. This is MHC class I binding data. The peptide sequence is ILAEYIRHR. The MHC is HLA-A68:01 with pseudo-sequence HLA-A68:01. The binding affinity (normalized) is 0.750.